Dataset: Full USPTO retrosynthesis dataset with 1.9M reactions from patents (1976-2016). Task: Predict the reactants needed to synthesize the given product. (1) Given the product [C:18]([O:17][C:16]([NH:15][CH2:14][CH2:13][S:12][C:2]([CH3:11])([CH3:10])[C:3]([O:5][C:6]([CH3:9])([CH3:8])[CH3:7])=[O:4])=[O:22])([CH3:21])([CH3:20])[CH3:19], predict the reactants needed to synthesize it. The reactants are: Br[C:2]([CH3:11])([CH3:10])[C:3]([O:5][C:6]([CH3:9])([CH3:8])[CH3:7])=[O:4].[SH:12][CH2:13][CH2:14][NH:15][C:16](=[O:22])[O:17][C:18]([CH3:21])([CH3:20])[CH3:19].C(=O)([O-])[O-].[K+].[K+].O. (2) Given the product [N:10]12[CH2:15][CH2:14][CH:13]([CH2:12][CH2:11]1)[CH:8]([O:7][C:6]1[CH:16]=[CH:17][C:3]([C:1]3[NH:22][C:23]4[C:28]([CH:2]=3)=[CH:27][CH:26]=[CH:25][CH:24]=4)=[CH:4][CH:5]=1)[CH2:9]2, predict the reactants needed to synthesize it. The reactants are: [C:1]([C:3]1[CH:17]=[CH:16][C:6]([O:7][CH:8]2[CH:13]3[CH2:14][CH2:15][N:10]([CH2:11][CH2:12]3)[CH2:9]2)=[CH:5][CH:4]=1)#[CH:2].FC(F)(F)C([NH:22][C:23]1[CH:28]=[CH:27][CH:26]=[CH:25][C:24]=1I)=O.C1C=CC(P(C2C=CC=CC=2)C2C=CC=CC=2)=CC=1.[O-]P([O-])([O-])=O.[K+].[K+].[K+]. (3) Given the product [NH2:10][C:9]1[CH:8]=[C:7]([C:11]([CH3:14])([CH3:13])[CH3:12])[N:6]=[CH:5][C:24]=1[C:25]1[NH:3][C:4]2[CH:5]=[N:6][C:7]([C:11]([CH3:14])([CH3:13])[CH3:12])=[CH:8][C:9]=2[N:10]=1, predict the reactants needed to synthesize it. The reactants are: Cl.Cl.[NH2:3][C:4]1[CH:5]=[N:6][C:7]([C:11]([CH3:14])([CH3:13])[CH3:12])=[CH:8][C:9]=1[NH2:10].C(=O)([O-])[O-].[Na+].[Na+].C(=O)=O.[CH2:24](O)[CH3:25]. (4) Given the product [ClH:34].[C:5]([NH:8][C:9]1[CH:14]=[C:13]([C:15]2[C:16]([C:27]3[CH:28]=[CH:29][C:30]([F:33])=[CH:31][CH:32]=3)=[N:17][N:18]([C:20]3[CH2:25][CH2:24][C:23](=[O:26])[NH:22][N:21]=3)[CH:19]=2)[CH:12]=[CH:11][N:10]=1)(=[O:7])[CH3:6], predict the reactants needed to synthesize it. The reactants are: CS(C)=O.[C:5]([NH:8][C:9]1[CH:14]=[C:13]([C:15]2[C:16]([C:27]3[CH:32]=[CH:31][C:30]([F:33])=[CH:29][CH:28]=3)=[N:17][N:18]([C:20]3[CH2:25][CH2:24][C:23](=[O:26])[NH:22][N:21]=3)[CH:19]=2)[CH:12]=[CH:11][N:10]=1)(=[O:7])[CH3:6].[ClH:34]. (5) Given the product [OH:29][C@@H:24]1[CH2:25][CH2:26][CH2:27][CH2:28][C@H:23]1[N:13]1[C:12](=[O:31])[C:11]2[C:16](=[C:17]3[CH:22]=[CH:21][CH:20]=[CH:19][C:18]3=[C:9]([CH2:8][C:5]3[CH:6]=[N:7][C:2]([C:40]4[CH:39]=[N:38][N:37]([CH3:36])[CH:41]=4)=[CH:3][CH:4]=3)[CH:10]=2)[N:15]=[CH:14]1, predict the reactants needed to synthesize it. The reactants are: Cl[C:2]1[N:7]=[CH:6][C:5]([CH2:8][C:9]2[C:18]3[CH:19]=[CH:20][CH:21]=[CH:22][C:17]=3[C:16]3[C:11](=[CH:12][N:13]([C@@H:23]4[CH2:28][CH2:27][CH2:26][CH2:25][C@H:24]4[OH:29])[CH2:14][N:15]=3)[CH:10]=2)=[CH:4][CH:3]=1.C(=O)([O-])[O-:31].[Cs+].[Cs+].[CH3:36][N:37]1[CH:41]=[C:40](B2OC(C)(C)C(C)(C)O2)[CH:39]=[N:38]1. (6) Given the product [F:31][C:29]([F:30])([F:32])[C:26]1[CH:27]=[CH:28][C:23]([N:20]2[CH2:19][CH2:18][N:17]([S:14]([C:10]3[CH:9]=[C:8]4[C:13](=[CH:12][CH:11]=3)[N:5]([CH2:4][C:3]([OH:33])=[O:2])[CH:6]=[CH:7]4)(=[O:15])=[O:16])[CH2:22][CH2:21]2)=[CH:24][CH:25]=1, predict the reactants needed to synthesize it. The reactants are: C[O:2][C:3](=[O:33])[CH2:4][N:5]1[C:13]2[C:8](=[CH:9][C:10]([S:14]([N:17]3[CH2:22][CH2:21][N:20]([C:23]4[CH:28]=[CH:27][C:26]([C:29]([F:32])([F:31])[F:30])=[CH:25][CH:24]=4)[CH2:19][CH2:18]3)(=[O:16])=[O:15])=[CH:11][CH:12]=2)[CH:7]=[CH:6]1.BrCC1C=CC=C([N+]([O-])=O)C=1CBr. (7) Given the product [OH:26][CH2:25][CH2:24][CH2:23][O:22][C:19]1[CH:20]=[C:21]2[C:16]([CH:15]=[CH:14][C:13](=[O:27])[N:12]2[CH2:11][CH2:10][C:5]23[CH2:8][CH2:9][C:2]([NH:1][CH2:39][C:37]4[CH:36]=[CH:35][C:32]5[O:33][CH2:34][C:29](=[O:28])[NH:30][C:31]=5[N:38]=4)([CH2:7][CH2:6]2)[CH2:3][O:4]3)=[N:17][CH:18]=1, predict the reactants needed to synthesize it. The reactants are: [NH2:1][C:2]12[CH2:9][CH2:8][C:5]([CH2:10][CH2:11][N:12]3[C:21]4[C:16](=[N:17][CH:18]=[C:19]([O:22][CH2:23][CH2:24][CH2:25][OH:26])[CH:20]=4)[CH:15]=[CH:14][C:13]3=[O:27])([CH2:6][CH2:7]1)[O:4][CH2:3]2.[O:28]=[C:29]1[CH2:34][O:33][C:32]2[CH:35]=[CH:36][C:37]([CH:39]=O)=[N:38][C:31]=2[NH:30]1.